Dataset: Full USPTO retrosynthesis dataset with 1.9M reactions from patents (1976-2016). Task: Predict the reactants needed to synthesize the given product. (1) Given the product [NH2:1][C:4]1[CH:5]=[CH:6][CH:7]=[C:8]2[C:12]=1[NH:11][CH:10]=[C:9]2[CH:13]([C:20]1[CH:21]=[CH:22][C:23]([C:26]([F:29])([F:27])[F:28])=[CH:24][CH:25]=1)[CH2:14][C:15]([O:17][CH2:18][CH3:19])=[O:16], predict the reactants needed to synthesize it. The reactants are: [N+:1]([C:4]1[CH:5]=[CH:6][CH:7]=[C:8]2[C:12]=1[NH:11][CH:10]=[C:9]2[CH:13]([C:20]1[CH:25]=[CH:24][C:23]([C:26]([F:29])([F:28])[F:27])=[CH:22][CH:21]=1)[CH2:14][C:15]([O:17][CH2:18][CH3:19])=[O:16])([O-])=O. (2) Given the product [F:30][C:29]([F:32])([F:31])[C:26]1[N:27]=[CH:28][C:23]([N:1]2[CH2:6][CH2:5][CH2:4][CH:3]([NH:7][C@@H:8]3[CH2:13][CH2:12][CH2:11][CH2:10][C@H:9]3[NH:14][C:15](=[O:21])[O:16][C:17]([CH3:18])([CH3:20])[CH3:19])[CH2:2]2)=[CH:24][N:25]=1, predict the reactants needed to synthesize it. The reactants are: [NH:1]1[CH2:6][CH2:5][CH2:4][CH:3]([NH:7][C@@H:8]2[CH2:13][CH2:12][CH2:11][CH2:10][C@H:9]2[NH:14][C:15](=[O:21])[O:16][C:17]([CH3:20])([CH3:19])[CH3:18])[CH2:2]1.Br[C:23]1[CH:24]=[N:25][C:26]([C:29]([F:32])([F:31])[F:30])=[N:27][CH:28]=1. (3) Given the product [CH3:15][NH:11][C:8]1[CH:7]=[CH:6][C:5]([O:4][CH:3]([CH3:12])[C:2]([F:13])([F:14])[F:1])=[CH:10][CH:9]=1, predict the reactants needed to synthesize it. The reactants are: [F:1][C:2]([F:14])([F:13])[CH:3]([CH3:12])[O:4][C:5]1[CH:10]=[CH:9][C:8]([NH2:11])=[CH:7][CH:6]=1.[C:15](OC(OC)=O)(OC)=O.[H-].[H-].[H-].[H-].[Li+].[Al+3].